Dataset: Full USPTO retrosynthesis dataset with 1.9M reactions from patents (1976-2016). Task: Predict the reactants needed to synthesize the given product. (1) Given the product [CH2:1]([C:3]1[C:4]([C:13]2[N:17]=[C:16]([C:18]3[CH:23]=[CH:22][C:21]([O:24][CH:25]([CH3:27])[CH3:26])=[C:20]([C:28]([F:30])([F:29])[F:31])[CH:19]=3)[S:15][N:14]=2)=[CH:5][CH:6]=[CH:7][C:8]=1[CH2:9][CH:10]=[O:11])[CH3:2], predict the reactants needed to synthesize it. The reactants are: [CH2:1]([C:3]1[C:8](/[CH:9]=[CH:10]/[O:11]C)=[CH:7][CH:6]=[CH:5][C:4]=1[C:13]1[N:17]=[C:16]([C:18]2[CH:23]=[CH:22][C:21]([O:24][CH:25]([CH3:27])[CH3:26])=[C:20]([C:28]([F:31])([F:30])[F:29])[CH:19]=2)[S:15][N:14]=1)[CH3:2].Cl. (2) Given the product [ClH:44].[OH:1][C@@H:2]1[CH2:6][CH2:5][CH2:4][C@H:3]1[N:7]([CH2:8][C:9]1[C:10](=[O:20])[NH:11][C:12]2[C:17]([CH:18]=1)=[CH:16][CH:15]=[CH:14][C:13]=2[CH3:19])[S:41]([C:39]1[CH:38]=[CH:37][C:36]2[N:31]([CH3:30])[CH2:32][CH2:33][O:34][C:35]=2[CH:40]=1)(=[O:42])=[O:43], predict the reactants needed to synthesize it. The reactants are: [OH:1][C@@H:2]1[CH2:6][CH2:5][CH2:4][C@H:3]1[NH:7][CH2:8][C:9]1[C:10](=[O:20])[NH:11][C:12]2[C:17]([CH:18]=1)=[CH:16][CH:15]=[CH:14][C:13]=2[CH3:19].CCN(C(C)C)C(C)C.[CH3:30][N:31]1[C:36]2[CH:37]=[CH:38][C:39]([S:41]([Cl:44])(=[O:43])=[O:42])=[CH:40][C:35]=2[O:34][CH2:33][CH2:32]1. (3) Given the product [C:19]([N:17]1[CH2:18][C:11]2[CH:10]=[CH:9][C:8]([C:6]3[CH:5]=[CH:4][CH:3]=[C:2]([NH:79][CH2:80][CH2:81][N:82]4[CH2:86][CH2:85][CH2:84][CH2:83]4)[N:7]=3)=[CH:26][C:12]=2[CH2:13][CH2:14][C:15]2[CH:25]=[CH:24][CH:23]=[CH:22][C:16]1=2)(=[O:21])[CH3:20], predict the reactants needed to synthesize it. The reactants are: Br[C:2]1[N:7]=[C:6]([C:8]2[CH:9]=[CH:10][C:11]3[CH2:18][N:17]([C:19](=[O:21])[CH3:20])[C:16]4[CH:22]=[CH:23][CH:24]=[CH:25][C:15]=4[CH2:14][CH2:13][C:12]=3[CH:26]=2)[CH:5]=[CH:4][CH:3]=1.C1C=CC(P(C2C(C3C(P(C4C=CC=CC=4)C4C=CC=CC=4)=CC=C4C=3C=CC=C4)=C3C(C=CC=C3)=CC=2)C2C=CC=CC=2)=CC=1.C(O[Na])(C)(C)C.[NH2:79][CH2:80][CH2:81][N:82]1[CH2:86][CH2:85][CH2:84][CH2:83]1. (4) Given the product [CH2:21]([N:28]1[CH:32]=[CH:31][C:30]([NH:33][C:2]2[N:7]=[C:6]([NH:8][C:9]3[N:14]=[CH:13][C:12]4[N:15]=[CH:16][N:17]([CH:18]([CH3:20])[CH3:19])[C:11]=4[CH:10]=3)[CH:5]=[CH:4][N:3]=2)=[N:29]1)[C:22]1[CH:23]=[CH:24][CH:25]=[CH:26][CH:27]=1, predict the reactants needed to synthesize it. The reactants are: Cl[C:2]1[N:7]=[C:6]([NH:8][C:9]2[N:14]=[CH:13][C:12]3[N:15]=[CH:16][N:17]([CH:18]([CH3:20])[CH3:19])[C:11]=3[CH:10]=2)[CH:5]=[CH:4][N:3]=1.[CH2:21]([N:28]1[CH:32]=[CH:31][C:30]([NH2:33])=[N:29]1)[C:22]1[CH:27]=[CH:26][CH:25]=[CH:24][CH:23]=1.FC(F)(F)C(O)=O.C(O)(C)(C)C. (5) Given the product [F:36][C:2]([F:1])([F:35])[C:3]1[CH:8]=[CH:7][CH:6]=[CH:5][C:4]=1[NH:9][C:10](=[O:34])[NH:11][C:12]1[CH:13]=[CH:14][C:15]([C:18]2[N:22]3[N:23]=[CH:24][CH:25]=[C:26]([C:27]([OH:29])=[O:28])[C:21]3=[N:20][N:19]=2)=[CH:16][CH:17]=1, predict the reactants needed to synthesize it. The reactants are: [F:1][C:2]([F:36])([F:35])[C:3]1[CH:8]=[CH:7][CH:6]=[CH:5][C:4]=1[NH:9][C:10](=[O:34])[NH:11][C:12]1[CH:17]=[CH:16][C:15]([C:18]2[N:22]3[N:23]=[CH:24][CH:25]=[C:26]([C:27]([O:29]C(C)(C)C)=[O:28])[C:21]3=[N:20][N:19]=2)=[CH:14][CH:13]=1.C(O)(C(F)(F)F)=O. (6) Given the product [NH2:1][C:2]1[N:3]=[CH:4][C:5]([C:8]2[C:9]([F:19])=[C:10]([OH:18])[C:11]([CH:14]([CH3:17])[CH3:15])=[CH:12][CH:13]=2)=[N:6][CH:7]=1, predict the reactants needed to synthesize it. The reactants are: [NH2:1][C:2]1[N:3]=[CH:4][C:5]([C:8]2[C:9]([F:19])=[C:10]([OH:18])[C:11]([CH:14]3[CH2:17]C[CH2:15]3)=[CH:12][CH:13]=2)=[N:6][CH:7]=1.[Br-].C([Zn+])(C)C.